This data is from Hepatocyte clearance measurements from AstraZeneca. The task is: Regression/Classification. Given a drug SMILES string, predict its absorption, distribution, metabolism, or excretion properties. Task type varies by dataset: regression for continuous measurements (e.g., permeability, clearance, half-life) or binary classification for categorical outcomes (e.g., BBB penetration, CYP inhibition). For this dataset (clearance_hepatocyte_az), we predict log10(clearance) (log10 of the in vitro intrinsic clearance, CLint, in uL/min per 10^6 hepatocytes; values are censored to the assay range of 3 to 150, which is 0.477 to 2.18 on this log10 scale). The drug is CC(C)(N)C(=O)N[C@H](COCc1ccc(F)cc1F)C(=O)N1CCC2=NN(CC(F)(F)F)C(=O)[C@]2(Cc2ccccn2)C1. The log10(clearance) is 1.19.